From a dataset of Catalyst prediction with 721,799 reactions and 888 catalyst types from USPTO. Predict which catalyst facilitates the given reaction. (1) Reactant: [Br:1][C:2]1[C:3]([F:10])=[C:4]([CH2:8][NH2:9])[CH:5]=[CH:6][CH:7]=1.C([O-])([O-])=O.[Na+].[Na+].[CH3:17][C:18]([O:21][C:22](O[C:22]([O:21][C:18]([CH3:20])([CH3:19])[CH3:17])=[O:23])=[O:23])([CH3:20])[CH3:19]. Product: [Br:1][C:2]1[C:3]([F:10])=[C:4]([CH2:8][NH:9][C:22](=[O:23])[O:21][C:18]([CH3:20])([CH3:19])[CH3:17])[CH:5]=[CH:6][CH:7]=1. The catalyst class is: 2. (2) Reactant: [CH3:1][O:2][C:3]1[CH:4]=[N:5][CH:6]=[C:7]([CH:11]=1)[C:8](Cl)=[O:9].Cl.CO[C:15]1[CH:16]=[N:17][CH:18]=[C:19]([CH:23]=1)C(O)=O.C([N:26]([CH2:29]C)CC)C.C[N:32](C)C=O. Product: [N:17]1[CH:16]=[CH:15][CH:23]=[CH:19][C:18]=1[C:29]1[N:26]=[C:8]([C:7]2[CH:6]=[N:5][CH:4]=[C:3]([O:2][CH3:1])[CH:11]=2)[O:9][N:32]=1. The catalyst class is: 4. (3) Reactant: Cl[C:2]1[C:11]2[C:6](=[CH:7][CH:8]=[CH:9][CH:10]=2)[N:5]=[CH:4][C:3]=1[N+:12]([O-:14])=[O:13].C(N(CC)CC)C.[NH2:22][CH2:23][C:24]([CH3:31])([CH3:30])[C:25]([O:27][CH2:28][CH3:29])=[O:26].C(=O)([O-])[O-].[K+].[K+].C(=O)(O)[O-].[Na+]. Product: [CH3:30][C:24]([CH3:31])([CH2:23][NH:22][C:2]1[C:11]2[C:6](=[CH:7][CH:8]=[CH:9][CH:10]=2)[N:5]=[CH:4][C:3]=1[N+:12]([O-:14])=[O:13])[C:25]([O:27][CH2:28][CH3:29])=[O:26]. The catalyst class is: 4. (4) Reactant: [OH:1][C:2]1[CH:7]=[CH:6][CH:5]=[CH:4][C:3]=1[N:8]1[CH2:13][CH2:12][N:11]([C:14]([O:16][C:17]([CH3:20])([CH3:19])[CH3:18])=[O:15])[CH2:10][CH2:9]1.C(=O)([O-])[O-].[Cs+].[Cs+].Br[CH2:28][CH2:29][CH2:30][C:31]([O:33][CH2:34][CH3:35])=[O:32]. Product: [CH2:34]([O:33][C:31](=[O:32])[CH2:30][CH2:29][CH2:28][O:1][C:2]1[CH:7]=[CH:6][CH:5]=[CH:4][C:3]=1[N:8]1[CH2:13][CH2:12][N:11]([C:14]([O:16][C:17]([CH3:20])([CH3:19])[CH3:18])=[O:15])[CH2:10][CH2:9]1)[CH3:35]. The catalyst class is: 39. (5) Product: [Cl:15][C:12]1[CH:13]=[CH:14][C:9]([C:8]2[N:4]([CH2:1][CH2:2][CH3:3])[C:5]([C:22]3[C:23]([Cl:29])=[CH:24][CH:25]=[CH:26][C:27]=3[Cl:28])=[N:6][C:7]=2[C:16]2[CH:17]=[CH:18][N:19]=[CH:20][CH:21]=2)=[CH:10][CH:11]=1. The catalyst class is: 78. Reactant: [CH2:1]([N:4]1[C:8]([C:9]2[CH:14]=[CH:13][C:12]([Cl:15])=[CH:11][CH:10]=2)=[C:7]([C:16]2[CH:21]=[CH:20][N:19]=[CH:18][CH:17]=2)[N:6]=[C:5]1[C:22]1[C:27]([Cl:28])=[CH:26][CH:25]=[CH:24][C:23]=1[Cl:29])[CH:2]=[CH2:3]. (6) Reactant: [CH3:1][S:2](Cl)(=[O:4])=[O:3].[NH2:6][C:7]([CH3:27])([CH3:26])[CH2:8][C:9]1[N:10]([CH2:23][CH2:24][CH3:25])[N:11]=[C:12]2[C:21]=1[C:20]1[CH:19]=[CH:18][CH:17]=[CH:16][C:15]=1[N:14]=[C:13]2[NH2:22].C(N(CC)CC)C.C(=O)([O-])[O-].[Na+].[Na+]. Product: [NH2:22][C:13]1[C:12]2=[N:11][N:10]([CH2:23][CH2:24][CH3:25])[C:9]([CH2:8][C:7]([NH:6][S:2]([CH3:1])(=[O:4])=[O:3])([CH3:27])[CH3:26])=[C:21]2[C:20]2[CH:19]=[CH:18][CH:17]=[CH:16][C:15]=2[N:14]=1. The catalyst class is: 4. (7) Reactant: C(OC(=O)[NH:7][CH2:8][CH:9]([NH:16][C:17](=[O:41])[C:18]1[CH:23]=[CH:22][C:21]([Cl:24])=[C:20]([NH:25][C:26]([C:28]2[C:29](=[O:40])[NH:30][C:31]3[C:36]([CH:37]=2)=[CH:35][N:34]=[C:33]([O:38][CH3:39])[CH:32]=3)=[O:27])[CH:19]=1)[C:10]1[CH:15]=[CH:14][CH:13]=[CH:12][CH:11]=1)(C)(C)C. Product: [ClH:24].[NH2:7][CH2:8][CH:9]([NH:16][C:17]([C:18]1[CH:23]=[CH:22][C:21]([Cl:24])=[C:20]([NH:25][C:26]([C:28]2[C:29](=[O:40])[NH:30][C:31]3[C:36]([CH:37]=2)=[CH:35][N:34]=[C:33]([O:38][CH3:39])[CH:32]=3)=[O:27])[CH:19]=1)=[O:41])[C:10]1[CH:11]=[CH:12][CH:13]=[CH:14][CH:15]=1. The catalyst class is: 89.